This data is from Forward reaction prediction with 1.9M reactions from USPTO patents (1976-2016). The task is: Predict the product of the given reaction. (1) The product is: [CH2:1]([C:3]1([C:26]([O:28][CH3:29])=[O:27])[NH:4][CH2:5][CH2:6][N:7]([C:9]([O:11][C:12]([CH3:15])([CH3:13])[CH3:14])=[O:10])[CH2:8]1)[CH3:2]. Given the reactants [CH2:1]([C:3]1([C:26]([O:28][CH3:29])=[O:27])[CH2:8][N:7]([C:9]([O:11][C:12]([CH3:15])([CH3:14])[CH3:13])=[O:10])[CH2:6][CH2:5][N:4]1C(OCC1C=CC=CC=1)=O)[CH3:2], predict the reaction product. (2) Given the reactants [CH2:1]1[C:10]2[C:5](=[CH:6][CH:7]=[CH:8][CH:9]=2)[CH2:4][CH2:3][CH:2]1[NH:11][C:12]([C:14]1[CH:36]=[CH:35][C:17]([O:18][C:19]2[CH:28]=[C:27]3[C:22]([CH:23]([C:29]([O:31]C)=[O:30])[CH2:24][CH2:25][O:26]3)=[CH:21][C:20]=2[C:33]#[N:34])=[CH:16][CH:15]=1)=[O:13].[OH-].[Na+].CO, predict the reaction product. The product is: [CH2:1]1[C:10]2[C:5](=[CH:6][CH:7]=[CH:8][CH:9]=2)[CH2:4][CH2:3][CH:2]1[NH:11][C:12]([C:14]1[CH:36]=[CH:35][C:17]([O:18][C:19]2[CH:28]=[C:27]3[C:22]([CH:23]([C:29]([OH:31])=[O:30])[CH2:24][CH2:25][O:26]3)=[CH:21][C:20]=2[C:33]#[N:34])=[CH:16][CH:15]=1)=[O:13]. (3) The product is: [CH:26]1([CH2:31][O:1][C:2]2[C:7]3[C:8]([O:11][CH2:12][CH:13]4[CH2:14][CH2:15][N:16]([C:19]([O:21][C:22]([CH3:25])([CH3:24])[CH3:23])=[O:20])[CH2:17][CH2:18]4)=[N:9][O:10][C:6]=3[CH:5]=[CH:4][CH:3]=2)[CH2:30][CH2:29][CH2:28][CH2:27]1. Given the reactants [OH:1][C:2]1[C:7]2[C:8]([O:11][CH2:12][CH:13]3[CH2:18][CH2:17][N:16]([C:19]([O:21][C:22]([CH3:25])([CH3:24])[CH3:23])=[O:20])[CH2:15][CH2:14]3)=[N:9][O:10][C:6]=2[CH:5]=[CH:4][CH:3]=1.[CH:26]1([CH2:31]O)[CH2:30][CH2:29][CH2:28][CH2:27]1.OCC1CCN(CC2(C(OC)=O)CCCC2)CC1, predict the reaction product.